This data is from Forward reaction prediction with 1.9M reactions from USPTO patents (1976-2016). The task is: Predict the product of the given reaction. (1) Given the reactants [F:1][C:2]1[CH:7]=[C:6]([F:8])[CH:5]=[CH:4][C:3]=1[N:9]1[C:13]([C:14]2[N:23]=[C:22]3[N:16]([CH2:17][CH2:18][O:19][C:20]4[CH:27]=[C:26]([CH2:28][NH2:29])[CH:25]=[CH:24][C:21]=43)[CH:15]=2)=[N:12][C:11]([CH3:30])=[N:10]1.[O-:31][C:32]#[N:33].[K+], predict the reaction product. The product is: [F:1][C:2]1[CH:7]=[C:6]([F:8])[CH:5]=[CH:4][C:3]=1[N:9]1[C:13]([C:14]2[N:23]=[C:22]3[C:21]4[CH:24]=[CH:25][C:26]([CH2:28][NH:29][C:32]([NH2:33])=[O:31])=[CH:27][C:20]=4[O:19][CH2:18][CH2:17][N:16]3[CH:15]=2)=[N:12][C:11]([CH3:30])=[N:10]1. (2) Given the reactants [C:1]([C:5]1[CH:10]=[CH:9][C:8]([S:11]([N:14]([CH2:24][C:25]([OH:27])=O)[C:15]2[CH:23]=[C:22]3[C:18]([CH:19]=[N:20][NH:21]3)=[CH:17][CH:16]=2)(=[O:13])=[O:12])=[CH:7][CH:6]=1)([CH3:4])([CH3:3])[CH3:2].[CH2:28]([NH:30][CH2:31][C:32]1[CH:37]=[CH:36][CH:35]=[C:34]([CH3:38])[N:33]=1)[CH3:29], predict the reaction product. The product is: [C:1]([C:5]1[CH:10]=[CH:9][C:8]([S:11]([N:14]([C:15]2[CH:23]=[C:22]3[C:18]([CH:19]=[N:20][NH:21]3)=[CH:17][CH:16]=2)[CH2:24][C:25]([N:30]([CH2:28][CH3:29])[CH2:31][C:32]2[CH:37]=[CH:36][CH:35]=[C:34]([CH3:38])[N:33]=2)=[O:27])(=[O:12])=[O:13])=[CH:7][CH:6]=1)([CH3:4])([CH3:2])[CH3:3]. (3) Given the reactants [NH2:1][C:2]1[CH:3]=[CH:4][CH:5]=[C:6]2[C:10]=1[C:9](=[O:11])[N:8]([C@@H:12]([C:18]1[CH:23]=[CH:22][C:21]([O:24][CH3:25])=[C:20]([O:26][CH2:27][CH3:28])[CH:19]=1)[CH2:13][S:14]([CH3:17])(=[O:16])=[O:15])[CH2:7]2.[CH3:29][N:30]([CH3:34])[C:31](Cl)=[O:32], predict the reaction product. The product is: [CH2:27]([O:26][C:20]1[CH:19]=[C:18]([C@H:12]([N:8]2[C:9](=[O:11])[C:10]3[C:6](=[CH:5][CH:4]=[CH:3][C:2]=3[NH:1][C:31](=[O:32])[N:30]([CH3:34])[CH3:29])[CH2:7]2)[CH2:13][S:14]([CH3:17])(=[O:15])=[O:16])[CH:23]=[CH:22][C:21]=1[O:24][CH3:25])[CH3:28]. (4) The product is: [Cl:1][C:2]1[CH:3]=[C:4]([CH2:9][S:10]([C:13]2[CH:14]=[C:15]3[C:19](=[CH:20][CH:21]=2)[NH:18][C:17](=[O:22])/[C:16]/3=[CH:23]\[C:25]2[NH:29][C:28]([CH3:30])=[C:27]([C:31]([OH:33])=[O:32])[C:26]=2[CH3:34])(=[O:12])=[O:11])[CH:5]=[C:6]([Cl:8])[CH:7]=1. Given the reactants [Cl:1][C:2]1[CH:3]=[C:4]([CH2:9][S:10]([C:13]2[CH:14]=[C:15]3[C:19](=[CH:20][CH:21]=2)[NH:18][C:17](=[O:22])[CH2:16]3)(=[O:12])=[O:11])[CH:5]=[C:6]([Cl:8])[CH:7]=1.[CH:23]([C:25]1[NH:29][C:28]([CH3:30])=[C:27]([C:31]([OH:33])=[O:32])[C:26]=1[CH3:34])=O.N1CCCCC1, predict the reaction product. (5) The product is: [C:12]1([N:9]2[C:5]3=[N:6][CH:7]=[N:8][C:3]([NH:1][N:2]=[CH:25][C:23]4[O:24][C:20]([CH2:18][CH3:19])=[CH:21][CH:22]=4)=[C:4]3[CH:11]=[N:10]2)[CH:17]=[CH:16][CH:15]=[CH:14][CH:13]=1. Given the reactants [NH:1]([C:3]1[N:8]=[CH:7][N:6]=[C:5]2[N:9]([C:12]3[CH:17]=[CH:16][CH:15]=[CH:14][CH:13]=3)[N:10]=[CH:11][C:4]=12)[NH2:2].[CH2:18]([C:20]1[O:24][C:23]([CH:25]=O)=[CH:22][CH:21]=1)[CH3:19], predict the reaction product. (6) Given the reactants [C:1]1([C:24]2[CH:29]=[CH:28][CH:27]=[CH:26][CH:25]=2)[C:2]([C:7]([C:9]2[O:10][C:11]3[CH:23]=[CH:22][CH:21]=[CH:20][C:12]=3[C:13]=2[CH2:14][C:15]([O:17]CC)=[O:16])=[O:8])=[CH:3][CH:4]=[CH:5][CH:6]=1.C1COCC1.CO.[OH-].[K+], predict the reaction product. The product is: [C:1]1([C:24]2[CH:29]=[CH:28][CH:27]=[CH:26][CH:25]=2)[C:2]([C:7]([C:9]2[O:10][C:11]3[CH:23]=[CH:22][CH:21]=[CH:20][C:12]=3[C:13]=2[CH2:14][C:15]([OH:17])=[O:16])=[O:8])=[CH:3][CH:4]=[CH:5][CH:6]=1. (7) Given the reactants [CH2:1](Br)[C:2]1[CH:7]=[CH:6][CH:5]=[CH:4][CH:3]=1.[C:9]([C:12]1[C:13]([OH:23])=[CH:14][C:15]([OH:22])=[C:16]([CH:21]=1)[C:17]([O:19][CH3:20])=[O:18])(=[O:11])[CH3:10].C(=O)([O-])[O-].[K+].[K+], predict the reaction product. The product is: [C:9]([C:12]1[C:13]([O:23][CH2:1][C:2]2[CH:7]=[CH:6][CH:5]=[CH:4][CH:3]=2)=[CH:14][C:15]([O:22][CH2:1][C:2]2[CH:7]=[CH:6][CH:5]=[CH:4][CH:3]=2)=[C:16]([CH:21]=1)[C:17]([O:19][CH3:20])=[O:18])(=[O:11])[CH3:10].